Dataset: Full USPTO retrosynthesis dataset with 1.9M reactions from patents (1976-2016). Task: Predict the reactants needed to synthesize the given product. (1) Given the product [F:8][C:5]1[C:4]([C:9]2[N:14]=[CH:13][CH:12]=[CH:11][N:10]=2)=[CH:3][C:2]([B:23]2[O:24][C:25]([CH3:27])([CH3:26])[C:21]([CH3:37])([CH3:20])[O:22]2)=[CH:7][N:6]=1, predict the reactants needed to synthesize it. The reactants are: Br[C:2]1[CH:3]=[C:4]([C:9]2[N:14]=[CH:13][CH:12]=[CH:11][N:10]=2)[C:5]([F:8])=[N:6][CH:7]=1.C([O-])(=O)C.[K+].[CH3:20][C:21]1([CH3:37])[C:25]([CH3:27])([CH3:26])[O:24][B:23]([B:23]2[O:24][C:25]([CH3:27])([CH3:26])[C:21]([CH3:37])([CH3:20])[O:22]2)[O:22]1. (2) Given the product [CH:38]1([C:39]([C:29]2[CH:30]=[CH:31][C:16]([O:18][CH:19]([CH3:20])[C:12]#[N:8])=[CH:15][CH:28]=2)=[O:35])[CH2:36][CH2:37]1, predict the reactants needed to synthesize it. The reactants are: C([N:8]1[CH:12]=CN=C1)(N1C=CN=C1)=O.N.F[C:15](F)(F)[C:16]([O:18][C:19](=O)[C:20](F)(F)F)=O.N1C=[CH:31][CH:30]=[CH:29][CH:28]=1.[Cl-].[NH4+].[O:35]1[CH2:39][CH2:38][CH2:37][CH2:36]1. (3) The reactants are: [N:1]([CH2:4][C:5]1[N:6]=[N:7][C:8]([C:11]2[C:16]([F:17])=[CH:15][CH:14]=[CH:13][C:12]=2[F:18])=[CH:9][CH:10]=1)=[N+]=[N-].P(C)(C)C.[N:23]([C:26]1[CH:27]=[N:28][CH:29]=[CH:30][C:31]=1[C:32]1[CH2:37][CH2:36][N:35]([C:38]([O:40][C:41]([CH3:44])([CH3:43])[CH3:42])=[O:39])[CH2:34][CH:33]=1)=[C:24]=S. Given the product [F:18][C:12]1[CH:13]=[CH:14][CH:15]=[C:16]([F:17])[C:11]=1[C:8]1[CH:9]=[CH:10][C:5]2[N:6]([C:24]([NH:23][C:26]3[CH:27]=[N:28][CH:29]=[CH:30][C:31]=3[C:32]3[CH2:37][CH2:36][N:35]([C:38]([O:40][C:41]([CH3:44])([CH3:43])[CH3:42])=[O:39])[CH2:34][CH:33]=3)=[N:1][CH:4]=2)[N:7]=1, predict the reactants needed to synthesize it. (4) Given the product [CH2:4]([OH:5])[C@@H:3]([C@@H:2]([CH2:1][OH:8])[OH:7])[OH:6].[OH:7][CH2:2][CH:3]([CH2:4][OH:5])[OH:6], predict the reactants needed to synthesize it. The reactants are: [CH2:1]([OH:8])[C@@H:2]([OH:7])[C@@H:3]([OH:6])[CH2:4][OH:5]. (5) Given the product [NH2:8][C:7]1[CH:6]=[CH:5][C:4]([CH2:11][C:12]([O:14][CH2:15][CH3:16])=[O:13])=[CH:3][C:2]=1[F:1], predict the reactants needed to synthesize it. The reactants are: [F:1][C:2]1[CH:3]=[C:4]([CH:11](C(OCC2C=CC=CC=2)=O)[C:12]([O:14][CH2:15][CH3:16])=[O:13])[CH:5]=[CH:6][C:7]=1[N+:8]([O-])=O.C([O-])=O.[NH4+].